This data is from Catalyst prediction with 721,799 reactions and 888 catalyst types from USPTO. The task is: Predict which catalyst facilitates the given reaction. Reactant: C([Li])CCC.Br[C:7]1[S:11][C:10]([CH:12]2[O:16][CH2:15][CH2:14][O:13]2)=[CH:9][CH:8]=1.[Cl:17][C:18]1[CH:19]=[C:20]([CH:23]=[CH:24][CH:25]=1)[CH2:21]Br. Product: [Cl:17][C:18]1[CH:19]=[C:20]([CH:23]=[CH:24][CH:25]=1)[CH2:21][C:7]1[S:11][C:10]([CH:12]2[O:16][CH2:15][CH2:14][O:13]2)=[CH:9][CH:8]=1. The catalyst class is: 7.